From a dataset of CYP3A4 inhibition data for predicting drug metabolism from PubChem BioAssay. Regression/Classification. Given a drug SMILES string, predict its absorption, distribution, metabolism, or excretion properties. Task type varies by dataset: regression for continuous measurements (e.g., permeability, clearance, half-life) or binary classification for categorical outcomes (e.g., BBB penetration, CYP inhibition). Dataset: cyp3a4_veith. (1) The drug is COc1ccc2[nH]cc(CCNC(C)=O)c2c1. The result is 0 (non-inhibitor). (2) The drug is Clc1ccc2c(NCCNC3CCCCC3)ccnc2c1. The result is 0 (non-inhibitor).